Dataset: Forward reaction prediction with 1.9M reactions from USPTO patents (1976-2016). Task: Predict the product of the given reaction. (1) Given the reactants [Br:1][C:2]1[CH:7]=[CH:6][CH:5]=[CH:4][C:3]=1[S:8][C:9]1[CH:17]=[CH:16][C:15]([N+:18]([O-:20])=[O:19])=[CH:14][C:10]=1[C:11]([OH:13])=O, predict the reaction product. The product is: [Br:1][C:2]1[CH:7]=[CH:6][CH:5]=[C:4]2[C:3]=1[S:8][C:9]1[CH:17]=[CH:16][C:15]([N+:18]([O-:20])=[O:19])=[CH:14][C:10]=1[C:11]2=[O:13]. (2) The product is: [CH:35]1([C:21]2[C:22]([O:24][CH2:25][C@H:26]3[CH2:31][CH2:30][C@H:29]4[CH2:32][C@@H:27]3[C:28]4([CH3:34])[CH3:33])=[CH:23][C:18]3[N:19]([C:15]([NH:49][S:46]([CH:43]4[CH2:45][CH2:44]4)(=[O:48])=[O:47])=[N:16][N:17]=3)[CH:20]=2)[CH2:37][CH2:36]1. Given the reactants BrC1N2C=C(C3CC3)C=CC2=NN=1.Br[C:15]1[N:19]2[CH:20]=[C:21]([CH:35]3[CH2:37][CH2:36]3)[C:22]([O:24][CH2:25][C@H:26]3[CH2:31][CH2:30][C@H:29]4[CH2:32][C@@H:27]3[C:28]4([CH3:34])[CH3:33])=[CH:23][C:18]2=[N:17][N:16]=1.CS(N)(=O)=O.[CH:43]1([S:46]([NH2:49])(=[O:48])=[O:47])[CH2:45][CH2:44]1, predict the reaction product.